Dataset: Reaction yield outcomes from USPTO patents with 853,638 reactions. Task: Predict the reaction yield, written as a fraction of the theoretical maximum amount of product (1.0 means a 100% yield; for example, 0.34 means a 34% yield). (1) The catalyst is C(Cl)Cl. The product is [O:11]=[C:7]1[C:8]2[C:4](=[CH:3][C:2]([NH:1][C:23]([CH2:22][O:21][C:18](=[O:20])[CH3:19])=[O:24])=[CH:10][CH:9]=2)[CH2:5][CH2:6]1. The reactants are [NH2:1][C:2]1[CH:3]=[C:4]2[C:8](=[CH:9][CH:10]=1)[C:7](=[O:11])[CH2:6][CH2:5]2.N1C=CC=CC=1.[C:18]([O:21][CH2:22][C:23](Cl)=[O:24])(=[O:20])[CH3:19]. The yield is 0.810. (2) The reactants are [CH2:1](OC(OCC)CBr)[CH3:2].Cl.[NH2:11][C:12]1[CH:17]=[CH:16][C:15]([Br:18])=[CH:14][N:13]=1.C([O-])(O)=O.[Na+]. The catalyst is O.CO. The product is [Br:18][C:15]1[CH:16]=[CH:17][C:12]2[N:13]([CH:1]=[CH:2][N:11]=2)[CH:14]=1. The yield is 0.650. (3) The reactants are [NH2:1][C:2]1[CH:7]=[CH:6][C:5]([C:8]([C:23]2[CH:28]=[CH:27][C:26]([NH2:29])=[CH:25][CH:24]=2)([C:16]2[CH:21]=[CH:20][C:19]([NH2:22])=[CH:18][CH:17]=2)[C:9]2[CH:14]=[CH:13][C:12]([NH2:15])=[CH:11][CH:10]=2)=[CH:4][CH:3]=1.[N:30]1[C:37](Cl)=[N:36][C:34]([Cl:35])=[N:33][C:31]=1[Cl:32].C([O-])([O-])=O.[Na+].[Na+].O. The catalyst is CC(C)=O. The product is [Cl:35][C:34]1[N:33]=[C:31]([Cl:32])[N:30]=[C:37]([NH:1][C:2]2[CH:3]=[CH:4][C:5]([C:8]([C:16]3[CH:21]=[CH:20][C:19]([NH:22][C:37]4[N:36]=[C:34]([Cl:35])[N:33]=[C:31]([Cl:32])[N:30]=4)=[CH:18][CH:17]=3)([C:23]3[CH:28]=[CH:27][C:26]([NH:29][C:37]4[N:36]=[C:34]([Cl:35])[N:33]=[C:31]([Cl:32])[N:30]=4)=[CH:25][CH:24]=3)[C:9]3[CH:10]=[CH:11][C:12]([NH:15][C:37]4[N:36]=[C:34]([Cl:35])[N:33]=[C:31]([Cl:32])[N:30]=4)=[CH:13][CH:14]=3)=[CH:6][CH:7]=2)[N:36]=1. The yield is 0.680.